From a dataset of Full USPTO retrosynthesis dataset with 1.9M reactions from patents (1976-2016). Predict the reactants needed to synthesize the given product. (1) Given the product [NH:2]1[C:3]([C:6]2[CH:7]=[C:8]3[C:12](=[CH:13][CH:14]=2)[NH:11][N:10]=[C:9]3[C:15]2[CH:16]=[C:17]([CH:18]=[CH:19][CH:20]=2)[O:21][CH2:22][CH2:23][N:24]2[CH2:29][CH2:28][N:27]([C:43](=[O:45])[CH3:44])[CH2:26][CH2:25]2)=[N:4][CH:5]=[N:1]1, predict the reactants needed to synthesize it. The reactants are: [NH:1]1[CH:5]=[N:4][C:3]([C:6]2[CH:7]=[C:8]3[C:12](=[CH:13][CH:14]=2)[NH:11][N:10]=[C:9]3[C:15]2[CH:20]=[CH:19][CH:18]=[C:17]([O:21][CH2:22][CH2:23][N:24]3[CH2:29][CH2:28][NH:27][CH2:26][CH2:25]3)[CH:16]=2)=[N:2]1.N1C=CC=CC=1.C(N(CC)CC)C.[C:43](OC(=O)C)(=[O:45])[CH3:44].[OH-].[NH4+]. (2) Given the product [F:20][S:7]([F:17])([F:18])([F:6])([F:19])[C:8]1[CH:9]=[C:10]2[C:14](=[CH:15][CH:16]=1)[NH:13][CH:12]=[C:11]2[CH:25]=[O:26], predict the reactants needed to synthesize it. The reactants are: P(Cl)(Cl)(Cl)=O.[F:6][S:7]([F:20])([F:19])([F:18])([F:17])[C:8]1[CH:9]=[C:10]2[C:14](=[CH:15][CH:16]=1)[NH:13][CH:12]=[CH:11]2.[OH-].[Na+].CN(C)[CH:25]=[O:26]. (3) Given the product [CH2:23]([NH:22][C:51]1[CH:50]=[C:49]([CH:54]=[CH:53][CH:52]=1)[O:48][CH2:47][CH2:46][CH2:45][O:44][C:41]1[CH:42]=[CH:43][C:38]([CH2:37][C@H:33]([O:32][CH3:31])[C:34]([OH:36])=[O:35])=[CH:39][CH:40]=1)[CH3:28], predict the reactants needed to synthesize it. The reactants are: C(OC(=O)[C@@H](OC)CC1C=CC(OCCCBr)=CC=1)C.C[N:22](C)[C:23]1C=C(O)C=C[CH:28]=1.[CH3:31][O:32][C@@H:33]([CH2:37][C:38]1[CH:43]=[CH:42][C:41]([O:44][CH2:45][CH2:46][CH2:47][O:48][C:49]2[CH:54]=[CH:53][CH:52]=[CH:51][CH:50]=2)=[CH:40][CH:39]=1)[C:34]([OH:36])=[O:35]. (4) Given the product [CH:1]1([C:6]2[C:15]([C:16](=[O:27])[C:17]3[CH:18]=[CH:19][C:20]([C:23]([F:25])([F:26])[F:24])=[CH:21][CH:22]=3)=[C:14]([CH:28]3[CH2:32][CH2:31][CH2:30][CH2:29]3)[C:13]3[C:12](=[O:33])[CH2:11][C:10]([CH3:35])([CH3:34])[CH2:9][C:8]=3[N:7]=2)[CH2:2][CH2:3][CH2:4][CH2:5]1, predict the reactants needed to synthesize it. The reactants are: [CH:1]1([C:6]2[NH:7][C:8]3[CH2:9][C:10]([CH3:35])([CH3:34])[CH2:11][C:12](=[O:33])[C:13]=3[CH:14]([CH:28]3[CH2:32][CH2:31][CH2:30][CH2:29]3)[C:15]=2[C:16](=[O:27])[C:17]2[CH:22]=[CH:21][C:20]([C:23]([F:26])([F:25])[F:24])=[CH:19][CH:18]=2)[CH2:5][CH2:4][CH2:3][CH2:2]1.ClC1C(=O)C(C#N)=C(C#N)C(=O)C=1Cl. (5) Given the product [CH3:1][O:2][C:3]1[C:8]2[O:9][C:10]3[CH:15]=[CH:14][C:13]([N+:16]([O-:18])=[O:17])=[CH:12][C:11]=3[C:7]=2[C:6]([C:19]([OH:25])=[O:20])=[CH:5][CH:4]=1, predict the reactants needed to synthesize it. The reactants are: [CH3:1][O:2][C:3]1[C:8]2[O:9][C:10]3[CH:15]=[CH:14][C:13]([N+:16]([O-:18])=[O:17])=[CH:12][C:11]=3[C:7]=2[C:6]([CH:19]=[O:20])=[CH:5][CH:4]=1.[Cl-].[Na+].S(=O)(=O)([OH:25])N. (6) Given the product [C:1]([O:5][C:6]([N:8]1[CH2:13][CH2:12][CH2:11][CH2:10][CH:9]1[CH2:14][NH:15][C:17]1[N:22]=[CH:21][CH:20]=[CH:19][N:18]=1)=[O:7])([CH3:4])([CH3:3])[CH3:2], predict the reactants needed to synthesize it. The reactants are: [C:1]([O:5][C:6]([N:8]1[CH2:13][CH2:12][CH2:11][CH2:10][CH:9]1[CH2:14][NH2:15])=[O:7])([CH3:4])([CH3:3])[CH3:2].Cl[C:17]1[N:22]=[CH:21][CH:20]=[CH:19][N:18]=1. (7) The reactants are: CC1(C)[O:6][C@H:5]([CH2:7][O:8][C:9]2[CH:10]=[C:11]3[C:15](=[CH:16][CH:17]=2)[N:14]([CH3:18])[CH:13]=[C:12]3[C:19]2[N:27]([S:28]([C:31]3[CH:36]=[CH:35][C:34]([CH3:37])=[CH:33][CH:32]=3)(=[O:30])=[O:29])[C:22]3=[N:23][CH:24]=[CH:25][CH:26]=[C:21]3[CH:20]=2)[CH2:4][O:3]1.Cl. Given the product [CH3:18][N:14]1[C:15]2[C:11](=[CH:10][C:9]([O:8][CH2:7][C@H:5]([OH:6])[CH2:4][OH:3])=[CH:17][CH:16]=2)[C:12]([C:19]2[N:27]([S:28]([C:31]3[CH:36]=[CH:35][C:34]([CH3:37])=[CH:33][CH:32]=3)(=[O:29])=[O:30])[C:22]3=[N:23][CH:24]=[CH:25][CH:26]=[C:21]3[CH:20]=2)=[CH:13]1, predict the reactants needed to synthesize it.